From a dataset of Reaction yield outcomes from USPTO patents with 853,638 reactions. Predict the reaction yield, written as a fraction of the theoretical maximum amount of product (1.0 means a 100% yield; for example, 0.34 means a 34% yield). (1) The reactants are Cl[C:2]1[N:7]=[C:6]([NH:8][C:9]2[N:14]=[CH:13][C:12]3[N:15]=[C:16]([CH2:21][O:22][CH:23]4[CH2:28][CH2:27][CH2:26][CH2:25][O:24]4)[N:17]([CH:18]([CH3:20])[CH3:19])[C:11]=3[CH:10]=2)[CH:5]=[CH:4][N:3]=1.[F:29][C@H:30]1[C@@H:35]([S:36][CH3:37])[CH2:34][CH2:33][NH:32][CH2:31]1.C(N(CC)C(C)C)(C)C. The catalyst is C(O)(C)C. The product is [F:29][C@H:30]1[C@@H:35]([S:36][CH3:37])[CH2:34][CH2:33][N:32]([C:2]2[N:7]=[C:6]([NH:8][C:9]3[N:14]=[CH:13][C:12]4[N:15]=[C:16]([CH2:21][O:22][CH:23]5[CH2:28][CH2:27][CH2:26][CH2:25][O:24]5)[N:17]([CH:18]([CH3:19])[CH3:20])[C:11]=4[CH:10]=3)[CH:5]=[CH:4][N:3]=2)[CH2:31]1. The yield is 0.830. (2) The reactants are Br[C:2]1[N:6]([CH3:7])[C:5]([CH3:8])=[N:4][CH:3]=1.C([Mg]Br)C.CON(C)[C:16](=[O:23])[C:17]1[CH:22]=[CH:21][CH:20]=[CH:19][CH:18]=1.Cl. The catalyst is ClCCl.O. The product is [CH3:7][N:6]1[C:2]([C:16]([C:17]2[CH:22]=[CH:21][CH:20]=[CH:19][CH:18]=2)=[O:23])=[CH:3][N:4]=[C:5]1[CH3:8]. The yield is 0.440. (3) The reactants are [CH3:1][O:2][C:3]1[CH:18]=[CH:17][C:6]([C:7]([NH:9][C:10]2[C:15]([NH2:16])=[CH:14][CH:13]=[CH:12][N:11]=2)=[O:8])=[CH:5][CH:4]=1.C[Si](C)(C)[N-][Si](C)(C)C.[K+].[C:29]([C:33]1[CH:41]=[CH:40][C:36]([C:37](Cl)=[O:38])=[CH:35][CH:34]=1)([CH3:32])([CH3:31])[CH3:30].[Cl-].[NH4+]. The catalyst is O1CCCC1.C(OCC)(=O)C. The yield is 0.200. The product is [C:29]([C:33]1[CH:34]=[CH:35][C:36]([C:37]([NH:16][C:15]2[C:10]([NH:9][C:7](=[O:8])[C:6]3[CH:5]=[CH:4][C:3]([O:2][CH3:1])=[CH:18][CH:17]=3)=[N:11][CH:12]=[CH:13][CH:14]=2)=[O:38])=[CH:40][CH:41]=1)([CH3:32])([CH3:30])[CH3:31]. (4) The catalyst is C1COCC1. The yield is 0.350. The reactants are [Si:1]([O:8][C@@H:9]1[C@H:13]([CH2:14][O:15][Si:16]([C:19]([CH3:22])([CH3:21])[CH3:20])([CH3:18])[CH3:17])[CH2:12][C@@H:11]([OH:23])[CH2:10]1)([C:4]([CH3:7])([CH3:6])[CH3:5])([CH3:3])[CH3:2].[H-].[Na+].[NH2:26][C:27]1[C:32]([N+:33]([O-:35])=[O:34])=[C:31](Cl)[CH:30]=[CH:29][N:28]=1. The product is [Si:1]([O:8][C@@H:9]1[C@H:13]([CH2:14][O:15][Si:16]([C:19]([CH3:22])([CH3:21])[CH3:20])([CH3:17])[CH3:18])[CH2:12][C@@H:11]([O:23][C:31]2[CH:30]=[CH:29][N:28]=[C:27]([NH2:26])[C:32]=2[N+:33]([O-:35])=[O:34])[CH2:10]1)([C:4]([CH3:7])([CH3:6])[CH3:5])([CH3:3])[CH3:2]. (5) The reactants are Cl.[NH2:2][C:3]1[S:4][C:5]([Cl:8])=[CH:6][N:7]=1.Cl[S:10]([C:13]1[CH:22]=[CH:21][C:16]([C:17]([O:19][CH3:20])=[O:18])=[C:15]([Cl:23])[CH:14]=1)(=[O:12])=[O:11].Cl. The catalyst is N1C=CC=CC=1. The product is [Cl:23][C:15]1[CH:14]=[C:13]([S:10]([NH:2][C:3]2[S:4][C:5]([Cl:8])=[CH:6][N:7]=2)(=[O:12])=[O:11])[CH:22]=[CH:21][C:16]=1[C:17]([O:19][CH3:20])=[O:18]. The yield is 0.220.